From a dataset of Reaction yield outcomes from USPTO patents with 853,638 reactions. Predict the reaction yield, written as a fraction of the theoretical maximum amount of product (1.0 means a 100% yield; for example, 0.34 means a 34% yield). The reactants are [OH-].[Na+].[Cl:3][C:4]1[C:8]([CH3:9])=[C:7]([C:10]2[C:11]([CH3:21])=[CH:12][C:13]([CH3:20])=[C:14]([CH:19]=2)[C:15]([O:17]C)=[O:16])[NH:6][N:5]=1. The catalyst is CO. The product is [Cl:3][C:4]1[C:8]([CH3:9])=[C:7]([C:10]2[C:11]([CH3:21])=[CH:12][C:13]([CH3:20])=[C:14]([CH:19]=2)[C:15]([OH:17])=[O:16])[NH:6][N:5]=1. The yield is 0.900.